The task is: Predict the product of the given reaction.. This data is from Forward reaction prediction with 1.9M reactions from USPTO patents (1976-2016). (1) The product is: [F:1][C:2]1[CH:3]=[CH:4][C:5]([CH:8]2[CH2:13][C:12](=[O:14])[NH:11][CH2:10][CH:9]2[C:15]([O:44][C:41]2[CH:42]=[CH:43][C:37]3[O:36][CH2:35][O:39][C:38]=3[CH:40]=2)=[O:20])=[CH:6][CH:7]=1. Given the reactants [F:1][C:2]1[CH:7]=[CH:6][C:5]([CH:8]2[CH2:13][C:12](=[O:14])[NH:11][CH2:10][CH:9]2[CH2:15]CC(O)=O)=[CH:4][CH:3]=1.[OH-:20].[Na+].S(Cl)(Cl)=O.S(=O)=O.N1C=CC=CC=1.[CH2:35]1[O:39][C:38]2[CH:40]=[C:41]([OH:44])[CH:42]=[CH:43][C:37]=2[O:36]1, predict the reaction product. (2) The product is: [Cl:1][C:2]1[C:14]2[C:13]3[C:8](=[CH:9][CH:10]=[CH:11][CH:12]=3)[C@@:7]([C:16]([F:19])([F:18])[F:17])([OH:15])[C:6]=2[CH:5]=[C:4]([O:20][CH2:21][C@H:22]([OH:23])[CH3:24])[CH:3]=1. Given the reactants [Cl:1][C:2]1[C:14]2[C:13]3[C:8](=[CH:9][CH:10]=[CH:11][CH:12]=3)[C@@:7]([C:16]([F:19])([F:18])[F:17])([OH:15])[C:6]=2[CH:5]=[C:4]([O:20][CH2:21][C@H:22]2[CH2:24][O:23]2)[CH:3]=1.C([BH-](CC)CC)C.[Li+].O1CCCC1.[Cl-].[NH4+], predict the reaction product. (3) Given the reactants Cl.[CH2:2]([O:4][C:5]([C@@H:7]1[CH2:15][C:14]2[C:9](=[CH:10][CH:11]=[CH:12][CH:13]=2)[N:8]1[C:16](=[O:27])[CH2:17][NH:18][C:19](=[O:26])[C@@H:20]([NH2:25])[C@@H:21]([CH3:24])[CH2:22][CH3:23])=[O:6])[CH3:3].CCN(C(C)C)C(C)C.Cl[C:38]1[N:43]=[CH:42][CH:41]=[CH:40][N:39]=1, predict the reaction product. The product is: [CH2:2]([O:4][C:5]([C@@H:7]1[CH2:15][C:14]2[C:9](=[CH:10][CH:11]=[CH:12][CH:13]=2)[N:8]1[C:16](=[O:27])[CH2:17][NH:18][C:19](=[O:26])[C@@H:20]([NH:25][C:38]1[N:43]=[CH:42][CH:41]=[CH:40][N:39]=1)[C@@H:21]([CH3:24])[CH2:22][CH3:23])=[O:6])[CH3:3]. (4) Given the reactants [NH2:1][C:2]1[C:3]([O:8][CH2:9][CH2:10][OH:11])=[N:4][CH:5]=[CH:6][CH:7]=1.[CH3:12][O:13][C:14]([C:16]1[S:25][C:19]2[N:20]=[C:21](Cl)[N:22]=[CH:23][C:18]=2[C:17]=1[CH3:26])=[O:15], predict the reaction product. The product is: [CH3:12][O:13][C:14]([C:16]1[S:25][C:19]2[N:20]=[CH:21][N:22]=[C:23]([NH:1][C:2]3[C:3]([O:8][CH2:9][CH2:10][OH:11])=[N:4][CH:5]=[CH:6][CH:7]=3)[C:18]=2[C:17]=1[CH3:26])=[O:15]. (5) Given the reactants [CH3:1][O:2][C:3](=[O:29])[C@H:4]([C@@H:26]([CH3:28])O)[NH:5][C:6](=[O:25])[C:7]1[CH:12]=[CH:11][C:10]([NH:13][C:14]([O:16][CH2:17][C:18]2[CH:23]=[CH:22][CH:21]=[CH:20][CH:19]=2)=[O:15])=[C:9]([CH3:24])[CH:8]=1.CC[N+](S(N=C(OC)[O-])(=O)=O)(CC)CC, predict the reaction product. The product is: [CH2:17]([O:16][C:14]([NH:13][C:10]1[CH:11]=[CH:12][C:7]([C:6]2[O:25][CH:26]([CH3:28])[CH:4]([C:3]([O:2][CH3:1])=[O:29])[N:5]=2)=[CH:8][C:9]=1[CH3:24])=[O:15])[C:18]1[CH:19]=[CH:20][CH:21]=[CH:22][CH:23]=1.